The task is: Predict which catalyst facilitates the given reaction.. This data is from Catalyst prediction with 721,799 reactions and 888 catalyst types from USPTO. (1) Reactant: [C:1]([O:5][C:6]([N:8]1[CH2:13][CH2:12][N:11]([C:14]2[CH:19]=[CH:18][C:17]([N+:20]([O-])=O)=[CH:16][CH:15]=2)[CH2:10][CH2:9]1)=[O:7])([CH3:4])([CH3:3])[CH3:2].C(O)C. Product: [C:1]([O:5][C:6]([N:8]1[CH2:13][CH2:12][N:11]([C:14]2[CH:15]=[CH:16][C:17]([NH2:20])=[CH:18][CH:19]=2)[CH2:10][CH2:9]1)=[O:7])([CH3:4])([CH3:2])[CH3:3]. The catalyst class is: 153. (2) Reactant: [CH2:1]([O:3][C:4](=[O:32])[CH:5]([NH:23][C:24]1[CH:29]=[CH:28][C:27]([C:30]#[N:31])=[CH:26][CH:25]=1)[C:6]1[CH:11]=[C:10]([O:12][CH2:13][CH3:14])[CH:9]=[C:8]([O:15][CH:16]2[CH2:21][CH2:20][NH:19][CH2:18][CH2:17]2)[C:7]=1[F:22])[CH3:2].C(N(CC)CC)C.Br[CH2:41][CH2:42][OH:43]. Product: [CH2:1]([O:3][C:4](=[O:32])[CH:5]([NH:23][C:24]1[CH:25]=[CH:26][C:27]([C:30]#[N:31])=[CH:28][CH:29]=1)[C:6]1[CH:11]=[C:10]([O:12][CH2:13][CH3:14])[CH:9]=[C:8]([O:15][CH:16]2[CH2:17][CH2:18][N:19]([CH2:41][CH2:42][OH:43])[CH2:20][CH2:21]2)[C:7]=1[F:22])[CH3:2]. The catalyst class is: 807.